This data is from Retrosynthesis with 50K atom-mapped reactions and 10 reaction types from USPTO. The task is: Predict the reactants needed to synthesize the given product. (1) Given the product O=C(c1ccc(S(=O)(=O)Nc2ccccc2Oc2ccc(Cl)c(Cl)c2)cc1)N1CCN(CCCN2CCOCC2)CC1, predict the reactants needed to synthesize it. The reactants are: C(CN1CCNCC1)CN1CCOCC1.O=C(O)c1ccc(S(=O)(=O)Nc2ccccc2Oc2ccc(Cl)c(Cl)c2)cc1. (2) Given the product N#Cc1cc(F)c(C(=O)Nc2ccnc(Br)c2)c(Cl)c1, predict the reactants needed to synthesize it. The reactants are: N#Cc1cc(F)c(C(=O)Cl)c(Cl)c1.Nc1ccnc(Br)c1. (3) Given the product CCOC(=O)[C@H]1CC[C@@H](Oc2ccc(C(=O)NCCNC(=O)c3ccc(Cl)cc3)c(F)c2)CC1, predict the reactants needed to synthesize it. The reactants are: CCOC(=O)[C@H]1CC[C@H](O)CC1.O=C(NCCNC(=O)c1ccc(O)cc1F)c1ccc(Cl)cc1.